This data is from Catalyst prediction with 721,799 reactions and 888 catalyst types from USPTO. The task is: Predict which catalyst facilitates the given reaction. (1) Reactant: [CH2:1]([NH:5][C:6]1[CH:14]=[CH:13][C:9]([C:10]([OH:12])=O)=[CH:8][CH:7]=1)[CH2:2][CH2:3][CH3:4].[CH3:15][O:16][C:17]1[CH:26]=[CH:25][C:24]([N:27]2[CH2:32][CH2:31][N:30]([CH3:33])[CH2:29][CH2:28]2)=[C:23]2[C:18]=1[CH2:19][CH2:20][NH:21][CH2:22]2.C(N(CC)CC)C.CN(C(ON1N=NC2C=CC=NC1=2)=[N+](C)C)C.F[P-](F)(F)(F)(F)F.C(=O)([O-])[O-].[K+].[K+]. Product: [CH2:1]([NH:5][C:6]1[CH:7]=[CH:8][C:9]([C:10]([N:21]2[CH2:20][CH2:19][C:18]3[C:23](=[C:24]([N:27]4[CH2:32][CH2:31][N:30]([CH3:33])[CH2:29][CH2:28]4)[CH:25]=[CH:26][C:17]=3[O:16][CH3:15])[CH2:22]2)=[O:12])=[CH:13][CH:14]=1)[CH2:2][CH2:3][CH3:4]. The catalyst class is: 4. (2) Reactant: BrC1C=CC(S(O[CH2:12][C@@H:13]2[O:27][C:17]3=[C:18]4[C:23](=[CH:24][CH:25]=[C:16]3[O:15][CH2:14]2)[N:22]=[C:21]([CH3:26])[CH:20]=[CH:19]4)(=O)=O)=CC=1.[NH:28]1[CH2:33][CH2:32][CH:31]([CH2:34][C:35]2[CH:36]=[CH:37][C:38]3[O:43][CH2:42][C:41](=[O:44])[NH:40][C:39]=3[CH:45]=2)[CH2:30][CH2:29]1.C(N(CC)C(C)C)(C)C.C(=O)(O)[O-].[Cl:59]CCl. Product: [ClH:59].[ClH:59].[CH3:26][C:21]1[CH:20]=[CH:19][C:18]2[C:23](=[CH:24][CH:25]=[C:16]3[O:15][CH2:14][CH:13]([CH2:12][N:28]4[CH2:33][CH2:32][CH:31]([CH2:34][C:35]5[CH:36]=[CH:37][C:38]6[O:43][CH2:42][C:41](=[O:44])[NH:40][C:39]=6[CH:45]=5)[CH2:30][CH2:29]4)[O:27][C:17]3=2)[N:22]=1. The catalyst class is: 16. (3) Reactant: [CH:1]1([N:5]2[C:9]3[CH:10]=[C:11]([F:14])[CH:12]=[CH:13][C:8]=3[N:7]=[C:6]2[C@@H:15]([NH2:17])[CH3:16])[CH2:4][CH2:3][CH2:2]1.Cl[C:19]1[N:27]=[CH:26][N:25]=[C:24]2[C:20]=1[N:21]=[CH:22][N:23]2C1CCCCO1.CCN(C(C)C)C(C)C. Product: [CH:1]1([N:5]2[C:9]3[CH:10]=[C:11]([F:14])[CH:12]=[CH:13][C:8]=3[N:7]=[C:6]2[C@@H:15]([NH:17][C:19]2[N:27]=[CH:26][N:25]=[C:24]3[C:20]=2[N:21]=[CH:22][NH:23]3)[CH3:16])[CH2:2][CH2:3][CH2:4]1. The catalyst class is: 51. (4) Reactant: C([O:8][C@@H:9]([CH3:49])[C@H:10]([O:42][C:43]1[CH:48]=[CH:47][CH:46]=[CH:45][CH:44]=1)[C@@H:11]([CH2:34][C:35]1[CH:40]=[CH:39][C:38]([CH3:41])=[CH:37][CH:36]=1)[CH2:12][CH2:13][CH2:14][C@H:15]([NH:26][C:27]([O:29][C:30]([CH3:33])([CH3:32])[CH3:31])=[O:28])[C:16]([O:18]CC1C=CC=CC=1)=[O:17])C1C=CC=CC=1. Product: [C:30]([O:29][C:27]([NH:26][C@@H:15]([CH2:14][CH2:13][CH2:12][C@H:11]([CH2:34][C:35]1[CH:36]=[CH:37][C:38]([CH3:41])=[CH:39][CH:40]=1)[C@@H:10]([O:42][C:43]1[CH:48]=[CH:47][CH:46]=[CH:45][CH:44]=1)[C@@H:9]([OH:8])[CH3:49])[C:16]([OH:18])=[O:17])=[O:28])([CH3:33])([CH3:31])[CH3:32]. The catalyst class is: 350. (5) Reactant: [CH2:1]([O:8][C:9]([N:11]1[CH2:16][CH2:15][N:14]([CH:17]2[CH2:22][CH2:21][N:20]([C:23]3[CH:28]=[CH:27][C:26]([NH2:29])=[C:25]([O:30][CH3:31])[CH:24]=3)[CH2:19][CH2:18]2)[CH2:13][CH2:12]1)=[O:10])[C:2]1[CH:7]=[CH:6][CH:5]=[CH:4][CH:3]=1.CS([C:35]1[N:40]=[CH:39][C:38]2=[CH:41][CH:42]=[C:43]([C:44]3[CH:49]=[CH:48][CH:47]=[CH:46][C:45]=3[O:50][CH3:51])[N:37]2[N:36]=1)=O.C([O-])(=O)C.[K+]. Product: [CH2:1]([O:8][C:9]([N:11]1[CH2:16][CH2:15][N:14]([CH:17]2[CH2:22][CH2:21][N:20]([C:23]3[CH:28]=[CH:27][C:26]([NH:29][C:35]4[N:40]=[CH:39][C:38]5=[CH:41][CH:42]=[C:43]([C:44]6[CH:49]=[CH:48][CH:47]=[CH:46][C:45]=6[O:50][CH3:51])[N:37]5[N:36]=4)=[C:25]([O:30][CH3:31])[CH:24]=3)[CH2:19][CH2:18]2)[CH2:13][CH2:12]1)=[O:10])[C:2]1[CH:7]=[CH:6][CH:5]=[CH:4][CH:3]=1. The catalyst class is: 9.